Regression. Given two drug SMILES strings and cell line genomic features, predict the synergy score measuring deviation from expected non-interaction effect. From a dataset of NCI-60 drug combinations with 297,098 pairs across 59 cell lines. (1) Drug 1: CC(C)(C#N)C1=CC(=CC(=C1)CN2C=NC=N2)C(C)(C)C#N. Drug 2: C1C(C(OC1N2C=NC3=C2NC=NCC3O)CO)O. Cell line: HOP-62. Synergy scores: CSS=-6.41, Synergy_ZIP=7.16, Synergy_Bliss=6.15, Synergy_Loewe=-6.37, Synergy_HSA=-6.22. (2) Drug 1: C1CCN(CC1)CCOC2=CC=C(C=C2)C(=O)C3=C(SC4=C3C=CC(=C4)O)C5=CC=C(C=C5)O. Drug 2: CC1CCC2CC(C(=CC=CC=CC(CC(C(=O)C(C(C(=CC(C(=O)CC(OC(=O)C3CCCCN3C(=O)C(=O)C1(O2)O)C(C)CC4CCC(C(C4)OC)OCCO)C)C)O)OC)C)C)C)OC. Cell line: SK-OV-3. Synergy scores: CSS=28.3, Synergy_ZIP=4.15, Synergy_Bliss=4.66, Synergy_Loewe=-11.3, Synergy_HSA=4.49. (3) Drug 1: C1C(C(OC1N2C=NC3=C(N=C(N=C32)Cl)N)CO)O. Drug 2: CC1=C(C(=CC=C1)Cl)NC(=O)C2=CN=C(S2)NC3=CC(=NC(=N3)C)N4CCN(CC4)CCO. Cell line: UACC-257. Synergy scores: CSS=12.5, Synergy_ZIP=-3.80, Synergy_Bliss=-0.0196, Synergy_Loewe=-3.38, Synergy_HSA=-2.61. (4) Synergy scores: CSS=12.6, Synergy_ZIP=-4.75, Synergy_Bliss=0.473, Synergy_Loewe=-6.16, Synergy_HSA=0.264. Cell line: PC-3. Drug 1: CC1C(C(CC(O1)OC2CC(CC3=C2C(=C4C(=C3O)C(=O)C5=C(C4=O)C(=CC=C5)OC)O)(C(=O)C)O)N)O.Cl. Drug 2: CC12CCC3C(C1CCC2OP(=O)(O)O)CCC4=C3C=CC(=C4)OC(=O)N(CCCl)CCCl.[Na+]. (5) Drug 1: C1CCC(CC1)NC(=O)N(CCCl)N=O. Drug 2: C1=CN(C=N1)CC(O)(P(=O)(O)O)P(=O)(O)O. Cell line: SR. Synergy scores: CSS=7.65, Synergy_ZIP=-27.4, Synergy_Bliss=-53.7, Synergy_Loewe=-60.5, Synergy_HSA=-50.8. (6) Drug 1: CC12CCC3C(C1CCC2=O)CC(=C)C4=CC(=O)C=CC34C. Drug 2: CC1C(C(CC(O1)OC2CC(CC3=C2C(=C4C(=C3O)C(=O)C5=CC=CC=C5C4=O)O)(C(=O)C)O)N)O. Cell line: LOX IMVI. Synergy scores: CSS=42.6, Synergy_ZIP=-0.294, Synergy_Bliss=-0.294, Synergy_Loewe=-13.2, Synergy_HSA=1.23. (7) Drug 1: CN1C(=O)N2C=NC(=C2N=N1)C(=O)N. Drug 2: CN(C(=O)NC(C=O)C(C(C(CO)O)O)O)N=O. Cell line: HS 578T. Synergy scores: CSS=8.81, Synergy_ZIP=0.551, Synergy_Bliss=4.25, Synergy_Loewe=0.545, Synergy_HSA=0.658.